Dataset: Peptide-MHC class II binding affinity with 134,281 pairs from IEDB. Task: Regression. Given a peptide amino acid sequence and an MHC pseudo amino acid sequence, predict their binding affinity value. This is MHC class II binding data. (1) The peptide sequence is KYRWLNLSANGDLRL. The MHC is DRB1_0901 with pseudo-sequence DRB1_0901. The binding affinity (normalized) is 0.382. (2) The peptide sequence is KYTATISGLKPGVDY. The MHC is DRB5_0101 with pseudo-sequence DRB5_0101. The binding affinity (normalized) is 0.692. (3) The peptide sequence is QFKPEEITGIMKDFD. The MHC is DRB1_0802 with pseudo-sequence DRB1_0802. The binding affinity (normalized) is 0.123. (4) The peptide sequence is IIVGRGDSRLTYQWH. The MHC is DRB4_0103 with pseudo-sequence DRB4_0103. The binding affinity (normalized) is 0.655. (5) The peptide sequence is YDKFLQNVSTVLTGK. The MHC is DRB1_0701 with pseudo-sequence DRB1_0701. The binding affinity (normalized) is 0.637. (6) The peptide sequence is ENALSLLDKIYTSPLC. The MHC is HLA-DPA10201-DPB10501 with pseudo-sequence HLA-DPA10201-DPB10501. The binding affinity (normalized) is 0.426. (7) The peptide sequence is RSRPRRTTRRMDRRT. The MHC is HLA-DQA10501-DQB10201 with pseudo-sequence HLA-DQA10501-DQB10201. The binding affinity (normalized) is 0.102. (8) The peptide sequence is GPKEPFRDYVDRFYKTLR. The MHC is DRB1_0101 with pseudo-sequence DRB1_0101. The binding affinity (normalized) is 0.455. (9) The peptide sequence is KMYFNLIDTKAYK. The MHC is DRB1_0101 with pseudo-sequence DRB1_0101. The binding affinity (normalized) is 0.677. (10) The peptide sequence is MAKKGGEAMDTISVF. The MHC is DRB1_0801 with pseudo-sequence DRB1_0801. The binding affinity (normalized) is 0.203.